From a dataset of Full USPTO retrosynthesis dataset with 1.9M reactions from patents (1976-2016). Predict the reactants needed to synthesize the given product. (1) The reactants are: [Cl:1][C:2]1[CH:3]=[C:4]([S:9](Cl)(=[O:11])=[O:10])[CH:5]=[C:6]([Cl:8])[CH:7]=1.[NH2:13][C:14]1[C:15]([O:25]C)=[N:16][C:17]([S:20]([CH2:23][CH3:24])(=[O:22])=[O:21])=[CH:18][CH:19]=1. Given the product [Cl:1][C:2]1[CH:3]=[C:4]([S:9]([NH:13][C:14]2[C:15]([OH:25])=[N:16][C:17]([S:20]([CH2:23][CH3:24])(=[O:22])=[O:21])=[CH:18][CH:19]=2)(=[O:11])=[O:10])[CH:5]=[C:6]([Cl:8])[CH:7]=1, predict the reactants needed to synthesize it. (2) Given the product [Cl:8][C:9]1[CH:18]=[CH:17][C:12]([C:13]2[N:1]=[C:2]3[CH:7]=[N:6][CH:5]=[CH:4][N:3]3[CH:14]=2)=[CH:11][CH:10]=1, predict the reactants needed to synthesize it. The reactants are: [NH2:1][C:2]1[CH:7]=[N:6][CH:5]=[CH:4][N:3]=1.[Cl:8][C:9]1[CH:18]=[CH:17][C:12]([C:13](=O)[CH2:14]Br)=[CH:11][CH:10]=1.[OH-].[Na+]. (3) Given the product [C:1]([O:5][C:6]([N:8]1[CH2:9][CH2:10][CH:11]([C:14]2[O:21][C:18]([CH2:19][Cl:20])=[N:17][N:16]=2)[CH2:12][CH2:13]1)=[O:7])([CH3:2])([CH3:3])[CH3:4], predict the reactants needed to synthesize it. The reactants are: [C:1]([O:5][C:6]([N:8]1[CH2:13][CH2:12][CH:11]([C:14]([NH:16][NH:17][C:18](=[O:21])[CH2:19][Cl:20])=O)[CH2:10][CH2:9]1)=[O:7])([CH3:4])([CH3:3])[CH3:2].N1C=CC=CC=1.FC(F)(F)C(OC(=O)C(F)(F)F)=O. (4) Given the product [O:13]=[C:12]1[N:8]([C:6]([O:5][C:1]([CH3:4])([CH3:2])[CH3:3])=[O:7])[C@@H:9]2[C:20]3[C:15]([C:14](=[O:21])[C@@H:10]2[CH2:11]1)=[CH:16][CH:17]=[CH:18][CH:19]=3, predict the reactants needed to synthesize it. The reactants are: [C:1]([O:5][C:6]([N:8]1[C:12](=[O:13])[CH2:11][CH:10]2[CH2:14][C:15]3[C:20]([CH:9]12)=[CH:19][CH:18]=[CH:17][CH:16]=3)=[O:7])([CH3:4])([CH3:3])[CH3:2].[O-:21][Mn](=O)(=O)=O.[K+]. (5) Given the product [Cl:5][C:6]1[CH:11]=[CH:10][CH:9]=[CH:8][C:7]=1[CH:12]([Cl:15])[CH3:13], predict the reactants needed to synthesize it. The reactants are: S(Cl)(Cl)=O.[Cl:5][C:6]1[CH:11]=[CH:10][CH:9]=[CH:8][C:7]=1[CH:12](O)[CH3:13].[ClH:15].